From a dataset of Forward reaction prediction with 1.9M reactions from USPTO patents (1976-2016). Predict the product of the given reaction. (1) Given the reactants [Br:1]Br.[C:3]1([C:9]2[CH:13]=[CH:12][O:11][N:10]=2)[CH:8]=[CH:7][CH:6]=[CH:5][CH:4]=1.C(=O)(O)[O-].[Na+], predict the reaction product. The product is: [Br:1][C:13]1[C:9]([C:3]2[CH:4]=[CH:5][CH:6]=[CH:7][CH:8]=2)=[N:10][O:11][CH:12]=1. (2) Given the reactants [C:1]([C:5]1[CH:9]=[C:8]([NH:10]C(C2C=CC=CC=2)(C2C=CC=CC=2)C2C=CC=CC=2)[N:7]([CH2:30][CH:31]2[CH2:35][CH2:34][O:33][CH2:32]2)[N:6]=1)([CH3:4])([CH3:3])[CH3:2].Cl, predict the reaction product. The product is: [C:1]([C:5]1[CH:9]=[C:8]([NH2:10])[N:7]([CH2:30][CH:31]2[CH2:35][CH2:34][O:33][CH2:32]2)[N:6]=1)([CH3:4])([CH3:2])[CH3:3]. (3) Given the reactants [F:1][C:2]1[CH:3]=[C:4]([CH:8]2[CH:13]([CH2:14][N:15]([C@@H:23]([C:25]3[C:34]4[C:29](=[CH:30][CH:31]=[CH:32][CH:33]=4)[CH:28]=[CH:27][CH:26]=3)[CH3:24])[C:16](=[O:22])[O:17][C:18]([CH3:21])([CH3:20])[CH3:19])[CH2:12][CH2:11][NH:10][CH2:9]2)[CH:5]=[CH:6][CH:7]=1.Cl[C:36](=[O:44])[CH2:37][CH2:38][C:39]([O:41][CH2:42][CH3:43])=[O:40].C1COCC1.[Cl-].[NH4+], predict the reaction product. The product is: [C:18]([O:17][C:16]([N:15]([CH2:14][CH:13]1[CH2:12][CH2:11][N:10]([C:36](=[O:44])[CH2:37][CH2:38][C:39]([O:41][CH2:42][CH3:43])=[O:40])[CH2:9][CH:8]1[C:4]1[CH:5]=[CH:6][CH:7]=[C:2]([F:1])[CH:3]=1)[C@@H:23]([C:25]1[C:34]2[C:29](=[CH:30][CH:31]=[CH:32][CH:33]=2)[CH:28]=[CH:27][CH:26]=1)[CH3:24])=[O:22])([CH3:19])([CH3:21])[CH3:20]. (4) Given the reactants I[C:2]1[S:3][CH:4]=[CH:5][C:6]=1[S:7][CH3:8].Br[C:10]1[CH:15]=[CH:14][C:13](B(O)O)=[CH:12][CH:11]=1.C(=O)([O-])[O-].[K+].[K+].N#N, predict the reaction product. The product is: [CH3:8][S:7][C:6]1[CH:5]=[CH:4][S:3][C:2]=1[C:10]1[CH:15]=[CH:14][CH:13]=[CH:12][CH:11]=1. (5) Given the reactants [CH3:1][O:2][C:3]1[C:12]2[C:7](=[CH:8][CH:9]=[CH:10][CH:11]=2)[C:6]([NH:13]S(C2SC=CC=2)(=O)=O)=[CH:5][C:4]=1[S:22][CH2:23][C:24]([O:26][CH3:27])=[O:25].[C:28]1([C:38]2[CH:43]=[CH:42][CH:41]=[CH:40][CH:39]=2)[CH:33]=[CH:32][C:31]([S:34](Cl)(=[O:36])=[O:35])=[CH:30][CH:29]=1, predict the reaction product. The product is: [C:28]1([C:38]2[CH:43]=[CH:42][CH:41]=[CH:40][CH:39]=2)[CH:33]=[CH:32][C:31]([S:34]([NH:13][C:6]2[C:7]3[C:12](=[CH:11][CH:10]=[CH:9][CH:8]=3)[C:3]([O:2][CH3:1])=[C:4]([S:22][CH2:23][C:24]([O:26][CH3:27])=[O:25])[CH:5]=2)(=[O:36])=[O:35])=[CH:30][CH:29]=1. (6) Given the reactants Br[C:2]1[CH:7]=[CH:6][C:5]([C:8]2[N:14]([CH2:15][C@@H:16]3[CH2:20][CH2:19][N:18]([C:21]([CH:23]4[CH2:25][CH2:24]4)=[O:22])[CH2:17]3)[C:13](=[O:26])[C:10]3([CH2:12][CH2:11]3)[N:9]=2)=[CH:4][CH:3]=1.[O:27]1[C:31]2[CH:32]=[CH:33][C:34](B3OC(C)(C)C(C)(C)O3)=[CH:35][C:30]=2[CH:29]=[CH:28]1.C([O-])([O-])=O.[Na+].[Na+], predict the reaction product. The product is: [O:27]1[C:31]2[CH:32]=[CH:33][C:34]([C:2]3[CH:3]=[CH:4][C:5]([C:8]4[N:14]([CH2:15][C@@H:16]5[CH2:20][CH2:19][N:18]([C:21]([CH:23]6[CH2:25][CH2:24]6)=[O:22])[CH2:17]5)[C:13](=[O:26])[C:10]5([CH2:11][CH2:12]5)[N:9]=4)=[CH:6][CH:7]=3)=[CH:35][C:30]=2[CH:29]=[CH:28]1. (7) Given the reactants [F:1][C:2]([F:25])([F:24])[C:3]1[CH:4]=[C:5]([S:9][C@@H:10]2[CH2:15][CH2:14][C@H:13]([NH:16][C:17](=[O:23])[O:18][C:19]([CH3:22])([CH3:21])[CH3:20])[CH2:12][CH2:11]2)[CH:6]=[CH:7][CH:8]=1.C([O-])(O)=[O:27].[Na+].C1C=C(Cl)C=C(C(OO)=O)C=1.[OH2:42], predict the reaction product. The product is: [F:25][C:2]([F:24])([F:1])[C:3]1[CH:4]=[C:5]([S:9]([C@@H:10]2[CH2:11][CH2:12][C@H:13]([NH:16][C:17](=[O:23])[O:18][C:19]([CH3:20])([CH3:21])[CH3:22])[CH2:14][CH2:15]2)(=[O:27])=[O:42])[CH:6]=[CH:7][CH:8]=1. (8) Given the reactants Cl.Cl[CH2:3][C:4]1[N:8]2[CH:9]=[C:10]([CH3:13])[CH:11]=[CH:12][C:7]2=[N:6][C:5]=1[C:14]1[CH:19]=[CH:18][C:17]([CH3:20])=[CH:16][CH:15]=1.[N:21]1[CH:26]=[CH:25][N:24]=[C:23]([NH2:27])[N:22]=1, predict the reaction product. The product is: [CH3:13][C:10]1[CH:11]=[CH:12][C:7]2[N:8]([C:4]([CH2:3][NH:27][C:23]3[N:22]=[N:21][CH:26]=[CH:25][N:24]=3)=[C:5]([C:14]3[CH:19]=[CH:18][C:17]([CH3:20])=[CH:16][CH:15]=3)[N:6]=2)[CH:9]=1. (9) Given the reactants [H-].[Na+].[F:3][C:4]1[CH:9]=[CH:8][C:7]([C@H:10]([OH:16])[CH2:11][CH2:12][C:13]([OH:15])=[O:14])=[CH:6][C:5]=1[CH3:17].[CH3:18]I, predict the reaction product. The product is: [F:3][C:4]1[CH:9]=[CH:8][C:7]([C@H:10]([O:16][CH3:18])[CH2:11][CH2:12][C:13]([OH:15])=[O:14])=[CH:6][C:5]=1[CH3:17]. (10) The product is: [C:43]([CH2:42][CH2:41][C:40]([N:8]1[CH2:9][CH:10]([C:11]2[CH:16]=[CH:15][C:14]([NH:17][C:18](=[O:39])[CH2:19][C:20]3[CH:25]=[CH:24][C:23]([NH:26][C:27]([NH:29][C:30]4[CH:35]=[CH:34][CH:33]=[CH:32][C:31]=4[CH3:36])=[O:28])=[C:22]([O:37][CH3:38])[CH:21]=3)=[CH:13][CH:12]=2)[CH:6]([C:4]([OH:5])=[O:3])[CH2:7]1)=[O:48])([OH:45])=[O:44]. Given the reactants C([O:3][C:4]([CH:6]1[CH:10]([C:11]2[CH:16]=[CH:15][C:14]([NH:17][C:18](=[O:39])[CH2:19][C:20]3[CH:25]=[CH:24][C:23]([NH:26][C:27]([NH:29][C:30]4[CH:35]=[CH:34][CH:33]=[CH:32][C:31]=4[CH3:36])=[O:28])=[C:22]([O:37][CH3:38])[CH:21]=3)=[CH:13][CH:12]=2)[CH2:9][N:8]([C:40](=[O:48])[CH2:41][CH2:42][C:43]([O:45]CC)=[O:44])[CH2:7]1)=[O:5])C.[OH-].[Na+], predict the reaction product.